Binary Classification. Given a miRNA mature sequence and a target amino acid sequence, predict their likelihood of interaction. From a dataset of Experimentally validated miRNA-target interactions with 360,000+ pairs, plus equal number of negative samples. The miRNA is hsa-miR-4740-3p with sequence GCCCGAGAGGAUCCGUCCCUGC. The protein sequence of the target gene is MSNPRSLEEEKYDMSGARLALILCVTKAREGSEEDLDALEHMFRQLRFESTMKRDPTAEQFQEELEKFQQAIDSREDPVSCAFVVLMAHGREGFLKGEDGEMVKLENLFEALNNKNCQALRAKPKVYIIQACRGEQRDPGETVGGDEIVMVIKDSPQTIPTYTDALHVYSTVEGYIAYRHDQKGSCFIQTLVDVFTKRKGHILELLTEVTRRMAEAELVQEGKARKTNPEIQSTLRKRLYLQ. Result: 0 (no interaction).